This data is from Full USPTO retrosynthesis dataset with 1.9M reactions from patents (1976-2016). The task is: Predict the reactants needed to synthesize the given product. (1) Given the product [CH:31]1([C:28]2[NH:29][N:30]=[C:26]([NH:25][C:23]3[C:22]([C:34]#[CH:35])=[CH:21][N:20]=[C:19]([C:15]4[CH:14]=[C:13]([S:10]([NH2:9])(=[O:11])=[O:12])[CH:18]=[CH:17][CH:16]=4)[N:24]=3)[CH:27]=2)[CH2:33][CH2:32]1, predict the reactants needed to synthesize it. The reactants are: B(Cl)(Cl)Cl.C([NH:9][S:10]([C:13]1[CH:18]=[CH:17][CH:16]=[C:15]([C:19]2[N:24]=[C:23]([NH:25][C:26]3[NH:30][N:29]=[C:28]([CH:31]4[CH2:33][CH2:32]4)[CH:27]=3)[C:22]([C:34]#[CH:35])=[CH:21][N:20]=2)[CH:14]=1)(=[O:12])=[O:11])(C)(C)C. (2) Given the product [Br:14][C:15]1[CH:20]=[CH:19][C:18]([C:21]2[CH2:22][CH:23]([CH3:27])[N:24]([C:11]([C:9]3[CH:10]=[C:5]4[N:4]=[CH:3][C:2]([Br:1])=[CH:7][N:6]4[N:8]=3)=[O:13])[CH2:25][CH:26]=2)=[CH:17][CH:16]=1, predict the reactants needed to synthesize it. The reactants are: [Br:1][C:2]1[CH:3]=[N:4][C:5]2[N:6]([N:8]=[C:9]([C:11]([OH:13])=O)[CH:10]=2)[CH:7]=1.[Br:14][C:15]1[CH:20]=[CH:19][C:18]([C:21]2[CH2:22][CH:23]([CH3:27])[NH:24][CH2:25][CH:26]=2)=[CH:17][CH:16]=1. (3) Given the product [CH2:16]([O:18][CH2:19][CH2:20][O:21][C:22]1[CH:27]=[C:26]([CH3:28])[C:25]([C:29]2[CH:34]=[CH:33][CH:32]=[C:31]([CH2:35][NH:1][C:2]3[CH:3]=[CH:4][C:5]([CH2:8][CH:9]([F:15])[C:10]([O:12][CH2:13][CH3:14])=[O:11])=[CH:6][CH:7]=3)[CH:30]=2)=[C:24]([CH3:37])[CH:23]=1)[CH3:17], predict the reactants needed to synthesize it. The reactants are: [NH2:1][C:2]1[CH:7]=[CH:6][C:5]([CH2:8][CH:9]([F:15])[C:10]([O:12][CH2:13][CH3:14])=[O:11])=[CH:4][CH:3]=1.[CH2:16]([O:18][CH2:19][CH2:20][O:21][C:22]1[CH:27]=[C:26]([CH3:28])[C:25]([C:29]2[CH:34]=[CH:33][CH:32]=[C:31]([CH:35]=O)[CH:30]=2)=[C:24]([CH3:37])[CH:23]=1)[CH3:17]. (4) Given the product [Cl:2][C:3]1[CH:4]=[CH:5][C:6]([S:11]([CH2:14][CH3:15])(=[O:13])=[O:12])=[C:7]([CH2:8][NH:9][C:21]([C:20]2[CH:24]=[C:25]([C:43]([F:46])([F:45])[F:44])[C:26]([CH2:27][N:28]3[CH2:33][CH2:32][CH2:31][C@H:30]([N:34]([CH3:42])[C:35](=[O:36])[O:37][C:38]([CH3:39])([CH3:40])[CH3:41])[CH2:29]3)=[C:18]([CH:16]=[CH2:17])[CH:19]=2)=[O:22])[CH:10]=1, predict the reactants needed to synthesize it. The reactants are: Cl.[Cl:2][C:3]1[CH:4]=[CH:5][C:6]([S:11]([CH2:14][CH3:15])(=[O:13])=[O:12])=[C:7]([CH:10]=1)[CH2:8][NH2:9].[CH:16]([C:18]1[CH:19]=[C:20]([CH:24]=[C:25]([C:43]([F:46])([F:45])[F:44])[C:26]=1[CH2:27][N:28]1[CH2:33][CH2:32][CH2:31][C@H:30]([N:34]([CH3:42])[C:35]([O:37][C:38]([CH3:41])([CH3:40])[CH3:39])=[O:36])[CH2:29]1)[C:21](O)=[O:22])=[CH2:17].CC(OC(N1CCN(CC2C=CC(C([O-])=O)=CC=2C(F)(F)F)CC1)=O)(C)C. (5) Given the product [O:15]1[CH:11]=[CH:12][C:18]([C:3]2[CH:7]=[CH:6][CH:5]=[CH:8][C:1]=2[NH2:2])=[CH:17]1, predict the reactants needed to synthesize it. The reactants are: [C:1]([C:3]1O[C:5]([C:8](O)=O)=[CH:6][CH:7]=1)#[N:2].[C:11](Cl)(=[O:15])[C:12](Cl)=O.[CH3:17][CH2:18]N(C(C)C)C(C)C.C(=O)(O)[O-].[Na+]. (6) Given the product [CH3:14][N:15]([CH3:17])/[CH:16]=[CH:10]/[C:9]([C:7]1[CH:6]=[CH:5][N:4]=[C:3]([S:2][CH3:1])[N:8]=1)=[O:11], predict the reactants needed to synthesize it. The reactants are: [CH3:1][S:2][C:3]1[N:8]=[C:7]([C:9](=[O:11])[CH3:10])[CH:6]=[CH:5][N:4]=1.CO[CH:14](OC)[N:15]([CH3:17])[CH3:16]. (7) Given the product [CH3:33][O:32][C:15]1[CH:14]=[CH:13][C:12]2[N:11]=[C:10]([NH:8][C:5]3[NH:4][C:3]([S:2][CH3:1])=[N:7][N:6]=3)[C:19]3=[N:20][NH:21][CH:22]=[C:18]3[C:17]=2[CH:16]=1, predict the reactants needed to synthesize it. The reactants are: [CH3:1][S:2][C:3]1[NH:4][C:5]([NH2:8])=[N:6][N:7]=1.Cl[C:10]1[C:19]2=[N:20][N:21](CC3C=CC(OC)=CC=3)[CH:22]=[C:18]2[C:17]2[CH:16]=[C:15]([O:32][CH3:33])[CH:14]=[CH:13][C:12]=2[N:11]=1.